This data is from Reaction yield outcomes from USPTO patents with 853,638 reactions. The task is: Predict the reaction yield, written as a fraction of the theoretical maximum amount of product (1.0 means a 100% yield; for example, 0.34 means a 34% yield). (1) The reactants are [OH:1][CH2:2][C:3]12[CH2:10][C:7]([NH:11][C:12]([C:14]3[CH:19]=[N:18][CH:17]=[CH:16][N:15]=3)=[O:13])([CH2:8][CH2:9]1)[CH2:6][CH2:5][CH2:4]2.C1C=C[NH+]=CC=1.[O-][Cr](Cl)(=O)=O. The catalyst is C(Cl)Cl. The product is [CH:2]([C:3]12[CH2:10][C:7]([NH:11][C:12]([C:14]3[CH:19]=[N:18][CH:17]=[CH:16][N:15]=3)=[O:13])([CH2:8][CH2:9]1)[CH2:6][CH2:5][CH2:4]2)=[O:1]. The yield is 0.650. (2) The reactants are [CH3:1][CH2:2][Mg+].[Br-].Br[C:6]1[CH:15]=[C:14](Br)[CH:13]=[CH:12][C:7]=1[C:8]([O:10][CH3:11])=[O:9].[CH2:17]1COC[CH2:18]1. The catalyst is [Zn+2].[Br-].[Br-].C1C=CC(P(C2C=CC=CC=2)[C-]2C=CC=C2)=CC=1.C1C=CC(P(C2C=CC=CC=2)[C-]2C=CC=C2)=CC=1.Cl[Pd]Cl.[Fe+2]. The product is [CH2:17]([C:6]1[CH:15]=[C:14]([CH2:2][CH3:1])[CH:13]=[CH:12][C:7]=1[C:8]([O:10][CH3:11])=[O:9])[CH3:18]. The yield is 0.960. (3) The catalyst is CN(C=O)C.O. The yield is 0.380. The product is [CH2:1]([N:8]1[C:16]2[CH:15]=[CH:14][C:13]([Cl:18])=[C:12]([NH2:17])[C:11]=2[CH:10]=[N:9]1)[C:2]1[CH:3]=[CH:4][CH:5]=[CH:6][CH:7]=1. The reactants are [CH2:1]([N:8]1[C:16]2[CH:15]=[CH:14][CH:13]=[C:12]([NH2:17])[C:11]=2[CH:10]=[N:9]1)[C:2]1[CH:7]=[CH:6][CH:5]=[CH:4][CH:3]=1.[Cl:18]N1C(=O)CCC1=O. (4) The reactants are [CH:1]1([NH:6][CH2:7][C:8]2[S:9][CH:10]=[CH:11][CH:12]=2)[CH2:5][CH2:4][CH2:3][CH2:2]1.[Cl:13][C:14](Cl)([O:16]C(=O)OC(Cl)(Cl)Cl)Cl. The catalyst is C(Cl)Cl. The product is [CH:1]1([N:6]([CH2:7][C:8]2[S:9][CH:10]=[CH:11][CH:12]=2)[C:14]([Cl:13])=[O:16])[CH2:2][CH2:3][CH2:4][CH2:5]1. The yield is 0.740. (5) The reactants are [Br:1][C:2]1[C:7]([CH3:8])=[CH:6][CH:5]=[CH:4][C:3]=1[C@H:9]([OH:11])[CH3:10].[CH2:12](C1C([N+]([O-])=O)=CC=CC=1S(O)(=O)=O)[C@H:13]1[O:15][CH2:14]1.[H-].[Na+].O. The catalyst is CN(C)C=O. The product is [Br:1][C:2]1[C:7]([CH3:8])=[CH:6][CH:5]=[CH:4][C:3]=1[C@H:9]([O:11][CH2:12][C@H:13]1[CH2:14][O:15]1)[CH3:10]. The yield is 0.600. (6) The reactants are [N:1]([C:4]1[CH:13]=[C:12]2[C:7]([C:8]([NH:16][C:17]3[CH:22]=[C:21](OC)[C:20]([O:25][CH3:26])=[C:19](OC)[CH:18]=3)=[C:9]([C:14]#[N:15])[CH:10]=[N:11]2)=[CH:6][C:5]=1[N+:29]([O-:31])=[O:30])=[N+:2]=[N-:3].Cl[C:33]1[CH:42]=[C:41]2C(C(N[C:33]3[CH:42]=[CH:41]C(O[C:33]4[CH:42]=[CH:41]C=[CH:35][CH:34]=4)=[CH:35][CH:34]=3)=C(C#N)C=N2)=[CH:35][C:34]=1[N+]([O-])=O.[N-]=[N+]=[N-].[Na+]. The catalyst is CS(C)=O. The product is [N:1]([C:4]1[CH:13]=[C:12]2[C:7]([C:8]([NH:16][C:17]3[CH:18]=[CH:19][C:20]([O:25][C:26]4[CH:41]=[CH:42][CH:33]=[CH:34][CH:35]=4)=[CH:21][CH:22]=3)=[C:9]([C:14]#[N:15])[CH:10]=[N:11]2)=[CH:6][C:5]=1[N+:29]([O-:31])=[O:30])=[N+:2]=[N-:3]. The yield is 0.995. (7) The reactants are [C:1]([O:5][C:6]([NH:8][C:9]1[S:10][CH:11]=[C:12]([C:14](=O)[C:15]([NH:17][C@H:18]2[C@@H:21]([CH2:22][N:23]3[CH2:27][CH2:26][O:25][C:24]3=[O:28])[N:20]([S:29]([OH:32])(=[O:31])=[O:30])[C:19]2=[O:33])=[O:16])[N:13]=1)=[O:7])([CH3:4])([CH3:3])[CH3:2].[NH2:35][O:36][C@H:37]([C:62]([O:64][CH:65]([C:72]1[CH:77]=[CH:76][CH:75]=[CH:74][CH:73]=1)[C:66]1[CH:71]=[CH:70][CH:69]=[CH:68][CH:67]=1)=[O:63])[CH2:38][O:39][C:40]1[CH:61]=[CH:60][C:43]([C:44](=[NH:59])[NH:45][CH:46]2[CH2:51][CH2:50][N:49]([C:52]([O:54][C:55]([CH3:58])([CH3:57])[CH3:56])=[O:53])[CH2:48][CH2:47]2)=[CH:42][CH:41]=1.CC(O)=O. The catalyst is C(Cl)(Cl)Cl.CCO. The product is [CH:65]([O:64][C:62](=[O:63])[C@@H:37]([O:36]/[N:35]=[C:14](/[C:12]1[N:13]=[C:9]([NH:8][C:6]([O:5][C:1]([CH3:3])([CH3:4])[CH3:2])=[O:7])[S:10][CH:11]=1)\[C:15]([NH:17][C@H:18]1[C@@H:21]([CH2:22][N:23]2[CH2:27][CH2:26][O:25][C:24]2=[O:28])[N:20]([S:29]([OH:32])(=[O:30])=[O:31])[C:19]1=[O:33])=[O:16])[CH2:38][O:39][C:40]1[CH:61]=[CH:60][C:43]([C:44](=[NH:59])[NH:45][CH:46]2[CH2:51][CH2:50][N:49]([C:52]([O:54][C:55]([CH3:56])([CH3:57])[CH3:58])=[O:53])[CH2:48][CH2:47]2)=[CH:42][CH:41]=1)([C:66]1[CH:71]=[CH:70][CH:69]=[CH:68][CH:67]=1)[C:72]1[CH:73]=[CH:74][CH:75]=[CH:76][CH:77]=1. The yield is 0.330. (8) The reactants are [C:1]([O:5][C:6]([NH:8][C@@H:9]([C@H:11]([C:14]1[O:15][CH2:16][C@@H:17]([C:19]([O:21][CH3:22])=[O:20])[N:18]=1)[CH2:12][CH3:13])[CH3:10])=[O:7])([CH3:4])([CH3:3])[CH3:2].C1N2CN3CN(C2)CN1C3.C1CCN2C(=NCCC2)CC1. The catalyst is ClCCl.[Cu](Br)Br. The product is [C:1]([O:5][C:6]([NH:8][C@@H:9]([C@H:11]([C:14]1[O:15][CH:16]=[C:17]([C:19]([O:21][CH3:22])=[O:20])[N:18]=1)[CH2:12][CH3:13])[CH3:10])=[O:7])([CH3:2])([CH3:3])[CH3:4]. The yield is 0.442. (9) The reactants are [N:1]([C:4]1([CH2:20][C:21](OCC)=[O:22])[C:17]2[CH:16]=[C:15]([Cl:18])[N:14]=[CH:13][C:12]=2[O:11][C:10]2[C:5]1=[CH:6][C:7]([Br:19])=[CH:8][CH:9]=2)=[N+]=[N-].[H-].[H-].[H-].[H-].[Li+].[Al+3]. The catalyst is C1COCC1. The product is [NH2:1][C:4]1([CH2:20][CH2:21][OH:22])[C:17]2[CH:16]=[C:15]([Cl:18])[N:14]=[CH:13][C:12]=2[O:11][C:10]2[C:5]1=[CH:6][C:7]([Br:19])=[CH:8][CH:9]=2. The yield is 0.406.